This data is from Reaction yield outcomes from USPTO patents with 853,638 reactions. The task is: Predict the reaction yield, written as a fraction of the theoretical maximum amount of product (1.0 means a 100% yield; for example, 0.34 means a 34% yield). (1) The reactants are [OH:1][C@@H:2]1[CH2:6][CH2:5][N:4]([C:7]2[CH:8]=[C:9]([CH:12]=[CH:13][CH:14]=2)[C:10]#[N:11])[CH2:3]1.[NH4+].[OH-]. The catalyst is [Rh].CCO. The product is [NH2:11][CH2:10][C:9]1[CH:8]=[C:7]([N:4]2[CH2:5][CH2:6][C@@H:2]([OH:1])[CH2:3]2)[CH:14]=[CH:13][CH:12]=1. The yield is 0.690. (2) The reactants are [OH-].[K+].[Cl:3][C:4]1[CH:5]=[C:6]([OH:11])[CH:7]=[CH:8][C:9]=1[F:10].Br[CH2:13][C:14]([O:16]C)=[O:15].O. The catalyst is CS(C)=O.CO. The product is [Cl:3][C:4]1[CH:5]=[C:6]([CH:7]=[CH:8][C:9]=1[F:10])[O:11][CH2:13][C:14]([OH:16])=[O:15]. The yield is 0.790. (3) The reactants are C([O:3][C:4]([CH:6]1[CH2:11][CH2:10][N:9]([CH3:12])[CH2:8][CH2:7]1)=[O:5])C.[ClH:13]. No catalyst specified. The product is [ClH:13].[CH3:12][N:9]1[CH2:10][CH2:11][CH:6]([C:4]([OH:5])=[O:3])[CH2:7][CH2:8]1. The yield is 0.480. (4) The reactants are [NH:1]([C:8]([NH:24][C:25]1[CH:30]=[CH:29][CH:28]=[CH:27][CH:26]=1)=[CH:9][C:10]([C:12]1[C:13](Cl)=[N:14][C:15]([Cl:22])=[CH:16][C:17]=1[C:18]([F:21])([F:20])[F:19])=[O:11])[C:2]1[CH:7]=[CH:6][CH:5]=[CH:4][CH:3]=1.CC([O-])(C)C.[K+]. The catalyst is O1CCOCC1. The product is [NH:1]([C:8]1[N:24]([C:25]2[CH:30]=[CH:29][CH:28]=[CH:27][CH:26]=2)[C:13]2[C:12]([C:10](=[O:11])[CH:9]=1)=[C:17]([C:18]([F:21])([F:19])[F:20])[CH:16]=[C:15]([Cl:22])[N:14]=2)[C:2]1[CH:7]=[CH:6][CH:5]=[CH:4][CH:3]=1. The yield is 0.950. (5) The reactants are C[O:2][CH:3]=[CH:4][CH:5]1[CH2:10][CH2:9][CH2:8][N:7]([C:11]([O:13][C:14]([CH3:17])([CH3:16])[CH3:15])=[O:12])[CH2:6]1. The product is [O:2]=[CH:3][CH2:4][CH:5]1[CH2:10][CH2:9][CH2:8][N:7]([C:11]([O:13][C:14]([CH3:17])([CH3:16])[CH3:15])=[O:12])[CH2:6]1. The catalyst is C(O)=O. The yield is 0.600. (6) The reactants are Br[C:2]1[CH:3]=[N:4][C:5]([N:8]2[CH2:13][CH2:12][CH:11]([C:14]3[C:23]([CH:24]([F:35])[C:25]4[CH:30]=[CH:29][C:28]([C:31]([F:34])([F:33])[F:32])=[CH:27][CH:26]=4)=[C:22]([CH:36]4[CH2:41][CH2:40][C:39]([F:43])([F:42])[CH2:38][CH2:37]4)[C:21]4[CH:20]([O:44][CH2:45][C:46]5[CH:51]=[CH:50][C:49]([O:52][CH3:53])=[CH:48][CH:47]=5)[CH2:19][C:18]([CH3:55])([CH3:54])[CH2:17][C:16]=4[N:15]=3)[CH2:10][CH2:9]2)=[N:6][CH:7]=1.[NH:56]1[CH2:61][CH2:60][O:59][CH2:58][CH2:57]1.CC(P(C(C)(C)C)C1C(C2C=CC=CC=2)=CC=CC=1)(C)C.CC(C)([O-])C.[Na+].C(=O)([O-])O.[Na+]. The catalyst is C1(C)C=CC=CC=1.[Pd].[Pd].C(=CC(C=CC1C=CC=CC=1)=O)C1C=CC=CC=1.C(=CC(C=CC1C=CC=CC=1)=O)C1C=CC=CC=1.C(=CC(C=CC1C=CC=CC=1)=O)C1C=CC=CC=1. The product is [F:42][C:39]1([F:43])[CH2:40][CH2:41][CH:36]([C:22]2[C:21]3[CH:20]([O:44][CH2:45][C:46]4[CH:47]=[CH:48][C:49]([O:52][CH3:53])=[CH:50][CH:51]=4)[CH2:19][C:18]([CH3:54])([CH3:55])[CH2:17][C:16]=3[N:15]=[C:14]([CH:11]3[CH2:10][CH2:9][N:8]([C:5]4[N:4]=[CH:3][C:2]([N:56]5[CH2:61][CH2:60][O:59][CH2:58][CH2:57]5)=[CH:7][N:6]=4)[CH2:13][CH2:12]3)[C:23]=2[CH:24]([F:35])[C:25]2[CH:26]=[CH:27][C:28]([C:31]([F:33])([F:32])[F:34])=[CH:29][CH:30]=2)[CH2:37][CH2:38]1. The yield is 0.880. (7) The product is [CH2:1]([O:3][C@@H:4]1[CH2:8][N:7]([C:9](=[O:19])[C@H:10]([CH:11]([CH3:13])[CH3:12])[NH:14][C:15]([O:16][CH3:17])=[O:18])[C@H:6]([C:20]2[NH:24][C:23]3[C:25]4[C:30]([CH:31]=[CH:32][C:22]=3[N:21]=2)=[CH:29][C:28]2[C:33]3[C:38]([CH2:39][O:40][C:27]=2[CH:26]=4)=[CH:37][C:36]([C:51]2[NH:55][C:54]([C@@H:56]4[CH2:60][CH2:59][CH2:58][N:57]4[C:61]([O:63][C:64]([CH3:67])([CH3:66])[CH3:65])=[O:62])=[N:53][CH:52]=2)=[CH:35][CH:34]=3)[CH2:5]1)[CH3:2]. The yield is 0.330. The reactants are [CH2:1]([O:3][C@@H:4]1[CH2:8][N:7]([C:9](=[O:19])[C@@H:10]([NH:14][C:15](=[O:18])[O:16][CH3:17])[CH:11]([CH3:13])[CH3:12])[C@H:6]([C:20]2[NH:24][C:23]3[C:25]4[C:30]([CH:31]=[CH:32][C:22]=3[N:21]=2)=[CH:29][C:28]2[C:33]3[C:38]([CH2:39][O:40][C:27]=2[CH:26]=4)=[CH:37][C:36](B2OC(C)(C)C(C)(C)O2)=[CH:35][CH:34]=3)[CH2:5]1)[CH3:2].Br[C:51]1[NH:55][C:54]([C@@H:56]2[CH2:60][CH2:59][CH2:58][N:57]2[C:61]([O:63][C:64]([CH3:67])([CH3:66])[CH3:65])=[O:62])=[N:53][CH:52]=1.C(=O)([O-])[O-].[K+].[K+]. The catalyst is COCCOC.CN(C=O)C.CCOC(C)=O.C1C=CC([P]([Pd]([P](C2C=CC=CC=2)(C2C=CC=CC=2)C2C=CC=CC=2)([P](C2C=CC=CC=2)(C2C=CC=CC=2)C2C=CC=CC=2)[P](C2C=CC=CC=2)(C2C=CC=CC=2)C2C=CC=CC=2)(C2C=CC=CC=2)C2C=CC=CC=2)=CC=1.C1C=CC(P(C2C=CC=CC=2)[C-]2C=CC=C2)=CC=1.C1C=CC(P(C2C=CC=CC=2)[C-]2C=CC=C2)=CC=1.Cl[Pd]Cl.[Fe+2].